Task: Predict the product of the given reaction.. Dataset: Forward reaction prediction with 1.9M reactions from USPTO patents (1976-2016) (1) Given the reactants Br[C:2]1[CH:3]=[C:4]2[C:9](=[CH:10][CH:11]=1)[N:8]=[CH:7][CH:6]=[C:5]2[O:12][CH2:13][CH3:14].C([Li])CCC.CN(C)[CH:22]=[O:23], predict the reaction product. The product is: [CH2:13]([O:12][C:5]1[C:4]2[C:9](=[CH:10][CH:11]=[C:2]([CH:22]=[O:23])[CH:3]=2)[N:8]=[CH:7][CH:6]=1)[CH3:14]. (2) Given the reactants [CH2:1]([C:4]12[C:22](=[O:23])[CH:9]3[CH:10]=[C:11]4[C:20]1([CH:7]([CH2:8]3)[CH2:6][O:5]2)[O:19][C:18]1[CH:17]=[CH:16][CH:15]=[CH:14][C:13]=1[C:12]4=[O:21])[CH:2]=[CH2:3].CCC(C)[BH-](C(C)CC)C(C)CC.[Li+], predict the reaction product. The product is: [CH2:1]([C:4]12[C:22](=[O:23])[CH:9]3[CH2:10][CH:11]4[C:20]1([CH:7]([CH2:8]3)[CH2:6][O:5]2)[O:19][C:18]1[CH:17]=[CH:16][CH:15]=[CH:14][C:13]=1[C:12]4=[O:21])[CH:2]=[CH2:3]. (3) Given the reactants [C:1]([N:3]1[CH2:8][CH2:7][N:6]([C:9]([O:11][C:12]([CH3:15])([CH3:14])[CH3:13])=[O:10])[CH2:5][CH2:4]1)#[N:2].[NH2:16][OH:17], predict the reaction product. The product is: [OH:17][NH:16][C:1](=[NH:2])[N:3]1[CH2:4][CH2:5][N:6]([C:9]([O:11][C:12]([CH3:14])([CH3:13])[CH3:15])=[O:10])[CH2:7][CH2:8]1.